From a dataset of Reaction yield outcomes from USPTO patents with 853,638 reactions. Predict the reaction yield, written as a fraction of the theoretical maximum amount of product (1.0 means a 100% yield; for example, 0.34 means a 34% yield). (1) The reactants are [C:1]1([C:7]2([O:23][CH2:22][C@H:12]([O:13][C:14](=[O:21])[C:15]3[CH:20]=[CH:19][CH:18]=[CH:17][CH:16]=3)[C@H:10]([OH:11])[CH2:9]2)[SH:8])[CH:6]=[CH:5][CH:4]=[CH:3][CH:2]=1.[CH3:24][S:25](Cl)(=[O:27])=[O:26]. The catalyst is N1C=CC=CC=1.C(OCC)(=O)C. The product is [C:1]1([C@@:7]2([O:23][CH2:22][C@H:12]([O:13][C:14](=[O:21])[C:15]3[CH:16]=[CH:17][CH:18]=[CH:19][CH:20]=3)[C@H:10]([O:11][S:25]([CH3:24])(=[O:27])=[O:26])[CH2:9]2)[SH:8])[CH:6]=[CH:5][CH:4]=[CH:3][CH:2]=1. The yield is 0.570. (2) The reactants are [NH:1]1[C:9]2[C:4](=[CH:5][CH:6]=[CH:7][CH:8]=2)[CH2:3][C:2]1=[O:10].[CH:11]([C:13]1[NH:17][C:16]([C:18]([OH:20])=[O:19])=[CH:15][C:14]=1[CH3:21])=O. No catalyst specified. The product is [CH3:21][C:14]1[CH:15]=[C:16]([C:18]([OH:20])=[O:19])[NH:17][C:13]=1[CH:11]=[C:3]1[C:4]2[C:9](=[CH:8][CH:7]=[CH:6][CH:5]=2)[NH:1][C:2]1=[O:10]. The yield is 1.00. (3) The reactants are [CH3:1][C:2]([C:12]1[CH:17]=[CH:16][N:15]2[C:18]([C:21]3[CH:26]=[CH:25][N:24]=[C:23]([C:27]4[CH:32]=[CH:31][CH:30]=[C:29]([N+:33]([O-:35])=[O:34])[CH:28]=4)[N:22]=3)=[CH:19][N:20]=[C:14]2[N:13]=1)([O:4][Si](CC)(CC)CC)[CH3:3]. The catalyst is CCO.Cl. The product is [N+:33]([C:29]1[CH:28]=[C:27]([C:23]2[N:22]=[C:21]([C:18]3[N:15]4[CH:16]=[CH:17][C:12]([C:2]([OH:4])([CH3:1])[CH3:3])=[N:13][C:14]4=[N:20][CH:19]=3)[CH:26]=[CH:25][N:24]=2)[CH:32]=[CH:31][CH:30]=1)([O-:35])=[O:34]. The yield is 0.280. (4) The reactants are [C:1]([C:4]1[C:5](I)=[N:6][N:7]2[CH2:12][C:11]3([CH2:14][CH2:13]3)[N:10]([C:15]([O:17][C:18]([CH3:21])([CH3:20])[CH3:19])=[O:16])[CH2:9][C:8]=12)(=[O:3])[NH2:2].[O-]P([O-])([O-])=O.[K+].[K+].[K+].[Cl:31][C:32]1[CH:33]=[C:34](B(O)O)[CH:35]=[CH:36][C:37]=1[F:38]. The catalyst is O1CCOCC1.O.C1C=CC(P(C2C=CC=CC=2)[C-]2C=CC=C2)=CC=1.C1C=CC(P(C2C=CC=CC=2)[C-]2C=CC=C2)=CC=1.Cl[Pd]Cl.[Fe+2].C(Cl)Cl. The product is [C:1]([C:4]1[C:5]([C:34]2[CH:35]=[CH:36][C:37]([F:38])=[C:32]([Cl:31])[CH:33]=2)=[N:6][N:7]2[CH2:12][C:11]3([CH2:14][CH2:13]3)[N:10]([C:15]([O:17][C:18]([CH3:21])([CH3:20])[CH3:19])=[O:16])[CH2:9][C:8]=12)(=[O:3])[NH2:2]. The yield is 0.700.